Dataset: Peptide-MHC class II binding affinity with 134,281 pairs from IEDB. Task: Regression. Given a peptide amino acid sequence and an MHC pseudo amino acid sequence, predict their binding affinity value. This is MHC class II binding data. The peptide sequence is EYLNKIQNSLSTEWSPCSVT. The MHC is HLA-DQA10501-DQB10301 with pseudo-sequence HLA-DQA10501-DQB10301. The binding affinity (normalized) is 0.642.